From a dataset of Forward reaction prediction with 1.9M reactions from USPTO patents (1976-2016). Predict the product of the given reaction. (1) Given the reactants [CH3:1][O:2][C:3]1[CH:8]=[CH:7][C:6]([N:9]([CH3:32])[C:10]2[C:19]3[C:14](=[CH:15][CH:16]=[CH:17][CH:18]=3)[N:13]=[C:12]([CH2:20][N:21]3C(=O)C4C(=CC=CC=4)C3=O)[N:11]=2)=[CH:5][CH:4]=1.O.NN.Cl, predict the reaction product. The product is: [NH2:21][CH2:20][C:12]1[N:11]=[C:10]([N:9]([C:6]2[CH:5]=[CH:4][C:3]([O:2][CH3:1])=[CH:8][CH:7]=2)[CH3:32])[C:19]2[C:14](=[CH:15][CH:16]=[CH:17][CH:18]=2)[N:13]=1. (2) Given the reactants [CH3:1][O:2][C:3]1[CH:18]=[CH:17][CH:16]=[CH:15][C:4]=1[CH2:5][O:6][C:7]1[CH:14]=[CH:13][C:10]([CH:11]=O)=[CH:9][CH:8]=1.[C:19]12([NH2:29])[CH2:28][CH:23]3[CH2:24][CH:25]([CH2:27][CH:21]([CH2:22]3)[CH2:20]1)[CH2:26]2, predict the reaction product. The product is: [C:19]12([NH:29][CH2:11][C:10]3[CH:13]=[CH:14][C:7]([O:6][CH2:5][C:4]4[CH:15]=[CH:16][CH:17]=[CH:18][C:3]=4[O:2][CH3:1])=[CH:8][CH:9]=3)[CH2:26][CH:25]3[CH2:24][CH:23]([CH2:22][CH:21]([CH2:27]3)[CH2:20]1)[CH2:28]2. (3) Given the reactants [C:1]([O:5][C:6]([N:8]1[CH2:13][CH2:12][CH2:11][CH2:10][CH:9]1[CH2:14][C:15]([OH:17])=O)=[O:7])([CH3:4])([CH3:3])[CH3:2].[Cl:18][C:19]1[CH:24]=[CH:23][CH:22]=[CH:21][C:20]=1[C:25]1NN=[N:27][N:26]=1.C1(N=C=NC2CCCCC2)CCCCC1, predict the reaction product. The product is: [C:1]([O:5][C:6]([N:8]1[CH2:13][CH2:12][CH2:11][CH2:10][CH:9]1[CH2:14][C:15]1[O:17][C:25]([C:20]2[CH:21]=[CH:22][CH:23]=[CH:24][C:19]=2[Cl:18])=[N:26][N:27]=1)=[O:7])([CH3:2])([CH3:3])[CH3:4]. (4) The product is: [F:1][C:2]1[CH:3]=[C:4]([C@@H:9]2[CH2:24][C@H:10]2[C:11]([O:13][C@@H:14]2[CH2:19][C@H:18]([CH3:20])[CH2:17][CH2:16][C@H:15]2[CH:21]([CH3:23])[CH3:22])=[O:12])[CH:5]=[CH:6][C:7]=1[F:8]. Given the reactants [F:1][C:2]1[CH:3]=[C:4](/[CH:9]=[CH:10]/[C:11]([O:13][C@@H:14]2[CH2:19][C@H:18]([CH3:20])[CH2:17][CH2:16][C@H:15]2[CH:21]([CH3:23])[CH3:22])=[O:12])[CH:5]=[CH:6][C:7]=1[F:8].[CH3:24]S(C)(=O)=C.[I-].[Na+].[OH-].[Na+], predict the reaction product. (5) Given the reactants [CH3:1][Mg]Br.CON(C)[C:7]([CH:9]1[CH2:12][N:11]([C:13]([O:15][C:16]([CH3:19])([CH3:18])[CH3:17])=[O:14])[CH2:10]1)=[O:8], predict the reaction product. The product is: [C:7]([CH:9]1[CH2:10][N:11]([C:13]([O:15][C:16]([CH3:17])([CH3:18])[CH3:19])=[O:14])[CH2:12]1)(=[O:8])[CH3:1].